This data is from Reaction yield outcomes from USPTO patents with 853,638 reactions. The task is: Predict the reaction yield, written as a fraction of the theoretical maximum amount of product (1.0 means a 100% yield; for example, 0.34 means a 34% yield). (1) The catalyst is ClCCl. The product is [Cl:1][C:2]1[N:7]=[C:6]([S:8]([CH3:9])(=[O:28])=[O:31])[N:5]=[C:4]([NH:10][CH2:11][C:12]2[S:16][C:15]([CH3:17])=[N:14][C:13]=2[CH3:18])[C:3]=1[CH3:19]. The reactants are [Cl:1][C:2]1[N:7]=[C:6]([S:8][CH3:9])[N:5]=[C:4]([NH:10][CH2:11][C:12]2[S:16][C:15]([CH3:17])=[N:14][C:13]=2[CH3:18])[C:3]=1[CH3:19].C1C=C(Cl)C=C(C(OO)=[O:28])C=1.[OH-:31].[Na+]. The yield is 0.870. (2) The reactants are OC[CH2:3][C:4]1[C:17]([O:18][CH3:19])=[CH:16][CH:15]=[CH:14][C:5]=1[NH:6]C(OC(C)(C)C)=O.Br.[OH-].[Na+]. The catalyst is C(O)(=O)C. The product is [O:18]1[C:17]2=[CH:16][CH:15]=[CH:14][C:5]([NH2:6])=[C:4]2[CH2:3][CH2:19]1. The yield is 0.920.